This data is from Forward reaction prediction with 1.9M reactions from USPTO patents (1976-2016). The task is: Predict the product of the given reaction. (1) Given the reactants [NH:1]1[C:10]2[C:5](=[CH:6][CH:7]=[CH:8][CH:9]=2)[NH:4][CH2:3][C:2]1=O.CC(C)([O-])C.[K+].P(Cl)(OCC)(OCC)=O.[N+:27]([CH2:29][C:30]([O:32][CH2:33][CH3:34])=[O:31])#[C-:28].[Cl-].[NH4+], predict the reaction product. The product is: [CH:28]1[N:1]2[C:10]3[C:5]([NH:4][CH2:3][C:2]2=[C:29]([C:30]([O:32][CH2:33][CH3:34])=[O:31])[N:27]=1)=[CH:6][CH:7]=[CH:8][CH:9]=3. (2) Given the reactants [Br:1][C:2]1[CH:3]=[CH:4][C:5]([NH:8][CH:9]2[CH2:11][CH2:10]2)=[N:6][CH:7]=1.C(N(CC)CC)C.[C:19]([O:23][C:24](O[C:24]([O:23][C:19]([CH3:22])([CH3:21])[CH3:20])=[O:25])=[O:25])([CH3:22])([CH3:21])[CH3:20], predict the reaction product. The product is: [Br:1][C:2]1[CH:3]=[CH:4][C:5]([N:8]([CH:9]2[CH2:11][CH2:10]2)[C:24](=[O:25])[O:23][C:19]([CH3:22])([CH3:21])[CH3:20])=[N:6][CH:7]=1. (3) Given the reactants C(OC(=O)[NH:10][C@H:11]1[CH2:15][CH2:14][N:13]([CH2:16][CH2:17][N:18]2[C:26]3[CH:25]=[CH:24][N:23]=[CH:22][C:21]=3[CH:20]=[CH:19]2)[C:12]1=[O:27])C1C=CC=CC=1.C[OH:30], predict the reaction product. The product is: [C:12]([OH:27])(=[O:30])[CH3:11].[NH2:10][C@H:11]1[CH2:15][CH2:14][N:13]([CH2:16][CH2:17][N:18]2[C:26]3[CH:25]=[CH:24][N:23]=[CH:22][C:21]=3[CH:20]=[CH:19]2)[C:12]1=[O:27].